From a dataset of Peptide-MHC class II binding affinity with 134,281 pairs from IEDB. Regression. Given a peptide amino acid sequence and an MHC pseudo amino acid sequence, predict their binding affinity value. This is MHC class II binding data. The peptide sequence is AFKVAADAANAAPAN. The MHC is DRB1_1001 with pseudo-sequence DRB1_1001. The binding affinity (normalized) is 0.790.